The task is: Predict the reactants needed to synthesize the given product.. This data is from Full USPTO retrosynthesis dataset with 1.9M reactions from patents (1976-2016). (1) Given the product [C:1]([C:48]1[CH:49]=[C:44]([CH:45]=[CH:46][CH:47]=1)[CH2:43][O:50][C:51]1[CH:52]=[CH:53][C:54]([CH2:55][C@H:56]([NH:76][C:77](=[O:87])[O:78][C@@H:79]2[C@H:86]3[C@H:82]([O:83][CH2:84][CH2:85]3)[O:81][CH2:80]2)[C@H:57]([OH:75])[CH2:58][N:59]([S:64]([C:67]2[CH:72]=[CH:71][C:70]([OH:73])=[C:69]([CH3:74])[CH:68]=2)(=[O:65])=[O:66])[CH2:60][CH:61]([CH3:62])[CH3:63])=[CH:88][CH:89]=1)#[N:2], predict the reactants needed to synthesize it. The reactants are: [C:1](C1C=C(C=CC=1)COC1C=CC(C[C@]2(S(C3C=CC4OCOC=4C=3)(=O)=O)[C@@H](CC(C)C)OC(C)(C)N2CN)=CC=1)#[N:2].[CH2:43]([O:50][C:51]1[CH:89]=[CH:88][C:54]([CH2:55][C@H:56]([NH:76][C:77](=[O:87])[O:78][C@@H:79]2[C@H:86]3[C@H:82]([O:83][CH2:84][CH2:85]3)[O:81][CH2:80]2)[C@H:57]([OH:75])[CH2:58][N:59]([S:64]([C:67]2[CH:72]=[CH:71][C:70]([OH:73])=[C:69]([CH3:74])[CH:68]=2)(=[O:66])=[O:65])[CH2:60][CH:61]([CH3:63])[CH3:62])=[CH:53][CH:52]=1)[C:44]1[CH:49]=[CH:48][CH:47]=[CH:46][CH:45]=1. (2) Given the product [ClH:24].[NH2:40][CH:41]1[CH2:46][CH2:45][CH2:44][N:43]([C:47]2[N:55]([CH2:56][C:57]#[C:58][CH3:59])[C:54]3[C:53](=[O:60])[N:52]([CH2:61][C:19]4[CH:20]=[CH:21][C:16]([C:15]#[N:11])=[CH:17][CH:18]=4)[C:51]([C:70]#[N:71])=[N:50][C:49]=3[N:48]=2)[CH2:42]1, predict the reactants needed to synthesize it. The reactants are: C(N1C2C(=O)[N:11]([CH2:15][C:16]3[CH:21]=[CH:20][C:19](C#N)=[CH:18][CH:17]=3)C([Cl:24])=NC=2N=C1N1CCCC(NC(=O)OC(C)(C)C)C1)C#CC.Cl.[NH2:40][CH:41]1[CH2:46][CH2:45][CH2:44][N:43]([C:47]2[N:55]([CH2:56][C:57]#[C:58][CH3:59])[C:54]3[C:53](=[O:60])[N:52]([CH2:61]C4C=CC=CC=4C#N)[C:51]([C:70]#[N:71])=[N:50][C:49]=3[N:48]=2)[CH2:42]1. (3) Given the product [CH3:1][N:2]([CH3:35])[C@H:3]1[C@H:20]2[C@:7]([OH:29])([C:8]([OH:28])=[C:9]3[C@H:18]([CH2:19]2)[CH2:17][C:16]2[C:11](=[C:12]([OH:26])[C:13]([N+:36]([O-:38])=[O:37])=[CH:14][C:15]=2[O:21][C:22]([F:23])([F:24])[F:25])[C:10]3=[O:27])[C:6](=[O:30])[C:5]([C:31]([NH2:33])=[O:32])=[C:4]1[OH:34], predict the reactants needed to synthesize it. The reactants are: [CH3:1][N:2]([CH3:35])[C@H:3]1[C@H:20]2[C@:7]([OH:29])([C:8]([OH:28])=[C:9]3[C@H:18]([CH2:19]2)[CH2:17][C:16]2[C:11](=[C:12]([OH:26])[CH:13]=[CH:14][C:15]=2[O:21][C:22]([F:25])([F:24])[F:23])[C:10]3=[O:27])[C:6](=[O:30])[C:5]([C:31]([NH2:33])=[O:32])=[C:4]1[OH:34].[N+:36]([O-])([OH:38])=[O:37].C(OCC)C. (4) Given the product [O:9]=[C:3]([CH2:2][S:12][C:10]#[N:11])[CH2:4][C:5]([O:7][CH3:8])=[O:6], predict the reactants needed to synthesize it. The reactants are: Cl[CH2:2][C:3](=[O:9])[CH2:4][C:5]([O:7][CH3:8])=[O:6].[C:10]([S-:12])#[N:11].[K+]. (5) Given the product [C:25]([NH:1][C:2]1[C:3]([C:8]([NH:10][CH:11]([C:13]2[CH:14]=[N:15][C:16]([O:19][CH2:20][C:21]([F:24])([F:23])[F:22])=[CH:17][CH:18]=2)[CH3:12])=[O:9])=[N:4][CH:5]=[CH:6][CH:7]=1)(=[O:29])[CH:26]([CH3:28])[CH3:27], predict the reactants needed to synthesize it. The reactants are: [NH2:1][C:2]1[C:3]([C:8]([NH:10][CH:11]([C:13]2[CH:14]=[N:15][C:16]([O:19][CH2:20][C:21]([F:24])([F:23])[F:22])=[CH:17][CH:18]=2)[CH3:12])=[O:9])=[N:4][CH:5]=[CH:6][CH:7]=1.[C:25](Cl)(=[O:29])[CH:26]([CH3:28])[CH3:27]. (6) The reactants are: C([O:3][C:4](=[O:19])[CH2:5][CH2:6][C:7]1[CH:8]=[N:9][C:10]([C:14]([C:17]#[N:18])([CH3:16])[CH3:15])=[C:11]([Cl:13])[CH:12]=1)C.[OH-].[Na+]. Given the product [Cl:13][C:11]1[CH:12]=[C:7]([CH2:6][CH2:5][C:4]([OH:19])=[O:3])[CH:8]=[N:9][C:10]=1[C:14]([C:17]#[N:18])([CH3:16])[CH3:15], predict the reactants needed to synthesize it. (7) Given the product [S:1]1[C:5]2[CH:6]=[CH:7][CH:8]=[CH:9][C:4]=2[N:3]=[C:2]1[C:10]1[C:15]([Cl:16])=[N:14][C:13]([CH:17]2[CH2:18][CH2:19][N:20]([C:32]([O:34][CH2:35][C:36]3[CH:41]=[CH:40][CH:39]=[CH:38][CH:37]=3)=[O:33])[CH2:21][CH2:22]2)=[N:12][C:11]=1[OH:23], predict the reactants needed to synthesize it. The reactants are: [S:1]1[C:5]2[CH:6]=[CH:7][CH:8]=[CH:9][C:4]=2[N:3]=[C:2]1[C:10]1[C:11]([OH:23])=[N:12][C:13]([CH:17]2[CH2:22][CH2:21][NH:20][CH2:19][CH2:18]2)=[N:14][C:15]=1[Cl:16].C(N(CC)CC)C.Cl[C:32]([O:34][CH2:35][C:36]1[CH:41]=[CH:40][CH:39]=[CH:38][CH:37]=1)=[O:33].